Dataset: Retrosynthesis with 50K atom-mapped reactions and 10 reaction types from USPTO. Task: Predict the reactants needed to synthesize the given product. (1) The reactants are: CC(C)(C)[Si](C)(C)Oc1ccc(Br)cc1.CNCC(C)C. Given the product CC(C)CN(C)c1ccc(O[Si](C)(C)C(C)(C)C)cc1, predict the reactants needed to synthesize it. (2) Given the product OC(c1ccc(Br)cc1F)c1ccccc1C(F)(F)F, predict the reactants needed to synthesize it. The reactants are: O=Cc1ccc(Br)cc1F.OC(c1ccccc1)c1ccc(Cl)cc1C(F)(F)F. (3) Given the product Cc1onc(-c2ccccc2)c1C(=O)OCCCCN1CCC(c2cccc(NC(=O)C(C)C)c2)CC1, predict the reactants needed to synthesize it. The reactants are: CC(C)C(=O)Nc1cccc(C2CCN(CCCCO)CC2)c1.Cc1onc(-c2ccccc2)c1C(=O)Cl. (4) Given the product COc1cc(C(C)=O)c(N)cc1F, predict the reactants needed to synthesize it. The reactants are: COc1cc(C(C)=O)c([N+](=O)[O-])cc1F.